Dataset: NCI-60 drug combinations with 297,098 pairs across 59 cell lines. Task: Regression. Given two drug SMILES strings and cell line genomic features, predict the synergy score measuring deviation from expected non-interaction effect. (1) Drug 1: C1=CC=C(C(=C1)C(C2=CC=C(C=C2)Cl)C(Cl)Cl)Cl. Drug 2: CN1C2=C(C=C(C=C2)N(CCCl)CCCl)N=C1CCCC(=O)O.Cl. Cell line: NCI-H322M. Synergy scores: CSS=-0.239, Synergy_ZIP=2.33, Synergy_Bliss=3.48, Synergy_Loewe=1.78, Synergy_HSA=1.18. (2) Drug 1: CC1C(C(CC(O1)OC2CC(CC3=C2C(=C4C(=C3O)C(=O)C5=C(C4=O)C(=CC=C5)OC)O)(C(=O)C)O)N)O.Cl. Drug 2: CNC(=O)C1=NC=CC(=C1)OC2=CC=C(C=C2)NC(=O)NC3=CC(=C(C=C3)Cl)C(F)(F)F. Cell line: M14. Synergy scores: CSS=27.3, Synergy_ZIP=1.45, Synergy_Bliss=4.81, Synergy_Loewe=-0.950, Synergy_HSA=4.83. (3) Drug 1: C1=CC=C(C=C1)NC(=O)CCCCCCC(=O)NO. Drug 2: C#CCC(CC1=CN=C2C(=N1)C(=NC(=N2)N)N)C3=CC=C(C=C3)C(=O)NC(CCC(=O)O)C(=O)O. Cell line: NCI-H226. Synergy scores: CSS=71.4, Synergy_ZIP=7.32, Synergy_Bliss=6.99, Synergy_Loewe=-8.02, Synergy_HSA=7.10. (4) Drug 1: COC1=C(C=C2C(=C1)N=CN=C2NC3=CC(=C(C=C3)F)Cl)OCCCN4CCOCC4. Drug 2: CC1=C(C=C(C=C1)C(=O)NC2=CC(=CC(=C2)C(F)(F)F)N3C=C(N=C3)C)NC4=NC=CC(=N4)C5=CN=CC=C5. Cell line: SK-MEL-5. Synergy scores: CSS=32.0, Synergy_ZIP=0.102, Synergy_Bliss=3.84, Synergy_Loewe=1.32, Synergy_HSA=1.68. (5) Drug 1: C1C(C(OC1N2C=NC(=NC2=O)N)CO)O. Drug 2: CC1CCCC2(C(O2)CC(NC(=O)CC(C(C(=O)C(C1O)C)(C)C)O)C(=CC3=CSC(=N3)C)C)C. Cell line: LOX IMVI. Synergy scores: CSS=39.8, Synergy_ZIP=2.26, Synergy_Bliss=-0.324, Synergy_Loewe=-13.4, Synergy_HSA=-1.86. (6) Cell line: UO-31. Synergy scores: CSS=21.1, Synergy_ZIP=-6.92, Synergy_Bliss=-0.448, Synergy_Loewe=-0.994, Synergy_HSA=-0.954. Drug 1: C1CN1C2=NC(=NC(=N2)N3CC3)N4CC4. Drug 2: CN(C)C1=NC(=NC(=N1)N(C)C)N(C)C. (7) Drug 1: CN(C)C1=NC(=NC(=N1)N(C)C)N(C)C. Drug 2: CCN(CC)CCCC(C)NC1=C2C=C(C=CC2=NC3=C1C=CC(=C3)Cl)OC. Cell line: HCT-15. Synergy scores: CSS=40.0, Synergy_ZIP=9.84, Synergy_Bliss=6.31, Synergy_Loewe=-28.3, Synergy_HSA=3.61.